Task: Predict the reactants needed to synthesize the given product.. Dataset: Full USPTO retrosynthesis dataset with 1.9M reactions from patents (1976-2016) Given the product [Cl:1][C:2]1[CH:3]=[CH:4][C:5]([C:8]2([C:11]([NH:14][CH2:15][CH2:16][CH2:17][N:18]3[CH2:23][CH2:22][CH:21]([C:24]4[CH:25]=[CH:26][CH:27]=[C:28]([NH:30][C:31](=[O:35])[CH:32]([CH3:33])[CH3:34])[N:29]=4)[CH2:20][CH2:19]3)=[O:13])[CH2:9][CH2:10]2)=[CH:6][CH:7]=1, predict the reactants needed to synthesize it. The reactants are: [Cl:1][C:2]1[CH:7]=[CH:6][C:5]([C:8]2([C:11]([OH:13])=O)[CH2:10][CH2:9]2)=[CH:4][CH:3]=1.[NH2:14][CH2:15][CH2:16][CH2:17][N:18]1[CH2:23][CH2:22][CH:21]([C:24]2[N:29]=[C:28]([NH:30][C:31](=[O:35])[CH:32]([CH3:34])[CH3:33])[CH:27]=[CH:26][CH:25]=2)[CH2:20][CH2:19]1.